This data is from Forward reaction prediction with 1.9M reactions from USPTO patents (1976-2016). The task is: Predict the product of the given reaction. (1) Given the reactants [CH3:1][NH:2][NH2:3].O.[CH2:5]([O:7][C:8](=[O:19])/[C:9](=[CH:15]\OCC)/[C:10](=O)[CH:11]([F:13])[F:12])[CH3:6], predict the reaction product. The product is: [F:12][CH:11]([F:13])[C:10]1[C:9]([C:8]([O:7][CH2:5][CH3:6])=[O:19])=[CH:15][N:2]([CH3:1])[N:3]=1. (2) Given the reactants [F:1][C:2]1[CH:23]=[CH:22][CH:21]=[C:20]([F:24])[C:3]=1[CH2:4][O:5][C:6]1[C:7]2[N:8]([C:13]([C:17](O)=[O:18])=[C:14]([CH3:16])[N:15]=2)[CH:9]=[C:10]([CH3:12])[CH:11]=1.CN(C(ON1N=NC2C=CC=NC1=2)=[N+](C)C)C.F[P-](F)(F)(F)(F)F.C(N(CC)C(C)C)(C)C.Cl.Cl.[CH3:60][C@:61]1([NH2:69])[CH2:65][CH2:64][C@@H:63]([NH2:66])[C:62]1([CH3:68])[CH3:67].C(O)(C(F)(F)F)=O, predict the reaction product. The product is: [NH2:69][C@@:61]1([CH3:60])[CH2:65][CH2:64][C@@H:63]([NH:66][C:17]([C:13]2[N:8]3[CH:9]=[C:10]([CH3:12])[CH:11]=[C:6]([O:5][CH2:4][C:3]4[C:20]([F:24])=[CH:21][CH:22]=[CH:23][C:2]=4[F:1])[C:7]3=[N:15][C:14]=2[CH3:16])=[O:18])[C:62]1([CH3:68])[CH3:67].